Dataset: Forward reaction prediction with 1.9M reactions from USPTO patents (1976-2016). Task: Predict the product of the given reaction. (1) Given the reactants C[O:2][C:3](=O)[C:4]1[CH:9]=[CH:8][C:7]([O:10][CH2:11][C:12]2[C:13]([C:18]3[CH:23]=[CH:22][CH:21]=[CH:20][CH:19]=3)=[N:14][O:15][C:16]=2[CH3:17])=[N:6][CH:5]=1.[NH2:25][NH2:26], predict the reaction product. The product is: [CH3:17][C:16]1[O:15][N:14]=[C:13]([C:18]2[CH:23]=[CH:22][CH:21]=[CH:20][CH:19]=2)[C:12]=1[CH2:11][O:10][C:7]1[CH:8]=[CH:9][C:4]([C:3]([NH:25][NH2:26])=[O:2])=[CH:5][N:6]=1. (2) Given the reactants Cl.[CH2:2]1[C:14]2[C:13]3[CH:12]=[CH:11][CH:10]=[CH:9][C:8]=3[N:7]([CH2:15][C:16]([O:18]CC)=[O:17])[C:6]=2[CH2:5][CH2:4][NH:3]1.[CH3:21][CH2:22]N(C(C)C)C(C)C.[C:30]1([N:36]=[C:37]=[O:38])[CH:35]=[CH:34][CH:33]=[CH:32][CH:31]=1.Cl, predict the reaction product. The product is: [CH2:21]([CH:15]([N:7]1[C:8]2[CH:9]=[CH:10][CH:11]=[CH:12][C:13]=2[C:14]2[CH2:2][N:3]([C:37](=[O:38])[NH:36][C:30]3[CH:35]=[CH:34][CH:33]=[CH:32][CH:31]=3)[CH2:4][CH2:5][C:6]1=2)[C:16]([OH:18])=[O:17])[CH3:22]. (3) Given the reactants COC1C=C(C=CC=1)C=O.[Cl:11][C:12]1[C:21]2[C:16](=[CH:17][C:18]([O:23][CH3:24])=[C:19](C)[CH:20]=2)[CH:15]=[CH:14][N:13]=1.[Cl:25][C:26]1[C:35]2[C:30](=[CH:31][C:32]([O:36]C)=[CH:33][CH:34]=2)[CH:29]=[CH:28][N:27]=1, predict the reaction product. The product is: [Cl:11][C:12]1[C:21]2[C:16](=[CH:17][C:18]([O:23][CH3:24])=[CH:19][CH:20]=2)[CH:15]=[CH:14][N:13]=1.[Cl:25][C:26]1[C:35]2[C:30](=[CH:31][C:32]([OH:36])=[CH:33][CH:34]=2)[CH:29]=[CH:28][N:27]=1. (4) Given the reactants [CH3:1][C:2]1[N:3]=[CH:4][CH:5]=[C:6]2[C:11]=1[C:10](=[O:12])[N:9]([CH3:13])[C:8]1[CH:14]=[C:15]([O:18][CH2:19][C@@H:20]([NH:25]C(=O)OC(C)(C)C)[CH2:21][CH:22]([CH3:24])[CH3:23])[CH:16]=[CH:17][C:7]2=1.Cl, predict the reaction product. The product is: [NH2:25][C@@H:20]([CH2:21][CH:22]([CH3:24])[CH3:23])[CH2:19][O:18][C:15]1[CH:16]=[CH:17][C:7]2[C:6]3[C:11](=[C:2]([CH3:1])[N:3]=[CH:4][CH:5]=3)[C:10](=[O:12])[N:9]([CH3:13])[C:8]=2[CH:14]=1. (5) Given the reactants [CH3:1][C:2]1([C:7]2[CH:12]=[CH:11][C:10]([OH:13])=[CH:9][CH:8]=2)[CH2:6][CH2:5][CH2:4][CH2:3]1.S([O-])([O-])(=O)=O.C([N+](CCCC)(CCCC)CCCC)CCC.C([N+](CCCC)(CCCC)CCCC)CCC, predict the reaction product. The product is: [CH3:1][C:2]1([CH:7]2[CH2:8][CH2:9][CH:10]([OH:13])[CH2:11][CH2:12]2)[CH2:6][CH2:5][CH2:4][CH2:3]1. (6) Given the reactants C[O:2][C:3]([C:5]1([NH:10][C:11]([C:13]2[CH:22]=[CH:21][C:20]3[C:15](=[CH:16][CH:17]=[CH:18][CH:19]=3)[C:14]=2[O:23][CH2:24][C:25]2[CH:30]=[CH:29][C:28]([C:31]([F:34])([F:33])[F:32])=[CH:27][CH:26]=2)=[O:12])[CH2:9][CH:8]=[CH:7][CH2:6]1)=[O:4], predict the reaction product. The product is: [F:32][C:31]([F:33])([F:34])[C:28]1[CH:27]=[CH:26][C:25]([CH2:24][O:23][C:14]2[C:15]3[C:20](=[CH:19][CH:18]=[CH:17][CH:16]=3)[CH:21]=[CH:22][C:13]=2[C:11]([NH:10][C:5]2([C:3]([OH:4])=[O:2])[CH2:6][CH:7]=[CH:8][CH2:9]2)=[O:12])=[CH:30][CH:29]=1. (7) Given the reactants [Cl:1][C:2]1[CH:3]=[C:4]([C:9]2([C:32]([F:35])([F:34])[F:33])[O:13][N:12]=[C:11]([C:14]3[CH:31]=[CH:30][C:17]([CH2:18][N:19]4C(=O)C5C(=CC=CC=5)C4=O)=[CH:16][CH:15]=3)[CH2:10]2)[CH:5]=[C:6]([Cl:8])[CH:7]=1.NN, predict the reaction product. The product is: [Cl:1][C:2]1[CH:3]=[C:4]([C:9]2([C:32]([F:34])([F:33])[F:35])[O:13][N:12]=[C:11]([C:14]3[CH:15]=[CH:16][C:17]([CH2:18][NH2:19])=[CH:30][CH:31]=3)[CH2:10]2)[CH:5]=[C:6]([Cl:8])[CH:7]=1.